Task: Predict which catalyst facilitates the given reaction.. Dataset: Catalyst prediction with 721,799 reactions and 888 catalyst types from USPTO (1) Product: [NH2:1][C:2]1[CH:10]=[CH:9][C:5]([C:6]([NH:44][CH:45]2[CH2:50][CH2:49][N:48]([CH3:51])[CH2:47][CH2:46]2)=[O:8])=[CH:4][C:3]=1[O:11][CH3:12]. The catalyst class is: 4. Reactant: [NH2:1][C:2]1[CH:10]=[CH:9][C:5]([C:6]([OH:8])=O)=[CH:4][C:3]=1[O:11][CH3:12].CCN(C(C)C)C(C)C.CN(C(ON1N=NC2C=CC=CC1=2)=[N+](C)C)C.[B-](F)(F)(F)F.[NH2:44][CH:45]1[CH2:50][CH2:49][N:48]([CH3:51])[CH2:47][CH2:46]1. (2) Reactant: [N:1]1[CH:6]=[CH:5][CH:4]=[CH:3][C:2]=1[CH2:7][N:8]([CH2:23][C:24]1[CH:29]=[CH:28][CH:27]=[CH:26][N:25]=1)[C@@H:9]1[C:15](=[O:16])[N:14]2[C@H:10]1[S:11][C:12]([CH3:22])([CH3:21])[C@@H:13]2[C:17]([O:19]C)=[O:18].O.[OH-].[Li+].Cl. Product: [N:25]1[CH:26]=[CH:27][CH:28]=[CH:29][C:24]=1[CH2:23][N:8]([CH2:7][C:2]1[CH:3]=[CH:4][CH:5]=[CH:6][N:1]=1)[C@@H:9]1[C:15](=[O:16])[N:14]2[C@H:10]1[S:11][C:12]([CH3:22])([CH3:21])[C@@H:13]2[C:17]([OH:19])=[O:18]. The catalyst class is: 1.